This data is from Full USPTO retrosynthesis dataset with 1.9M reactions from patents (1976-2016). The task is: Predict the reactants needed to synthesize the given product. Given the product [OH:39][NH:38][C:29](=[NH:30])[CH2:28][CH:25]1[CH2:26][CH2:27][CH:22]([C:19]2[CH:18]=[CH:17][C:16]([C:13]3[N:14]=[N:15][C:10]([NH:9][C:6]4[CH:7]=[N:8][C:3]([C:2]([F:32])([F:31])[F:1])=[CH:4][CH:5]=4)=[CH:11][CH:12]=3)=[CH:21][CH:20]=2)[CH2:23][CH2:24]1, predict the reactants needed to synthesize it. The reactants are: [F:1][C:2]([F:32])([F:31])[C:3]1[N:8]=[CH:7][C:6]([NH:9][C:10]2[N:15]=[N:14][C:13]([C:16]3[CH:21]=[CH:20][C:19]([CH:22]4[CH2:27][CH2:26][CH:25]([CH2:28][C:29]#[N:30])[CH2:24][CH2:23]4)=[CH:18][CH:17]=3)=[CH:12][CH:11]=2)=[CH:5][CH:4]=1.CS(C)=O.Cl.[NH2:38][OH:39].